Dataset: Catalyst prediction with 721,799 reactions and 888 catalyst types from USPTO. Task: Predict which catalyst facilitates the given reaction. Reactant: Cl[C:2]1[N:3]=[N:4][C:5]([CH3:8])=[CH:6][CH:7]=1.[Cl:9][C:10]1[CH:15]=[CH:14][CH:13]=[CH:12][C:11]=1B(O)O.O1CCOCC1.C([O-])([O-])=O.[Na+].[Na+]. Product: [Cl:9][C:10]1[CH:15]=[CH:14][CH:13]=[CH:12][C:11]=1[C:2]1[N:3]=[N:4][C:5]([CH3:8])=[CH:6][CH:7]=1. The catalyst class is: 518.